From a dataset of Full USPTO retrosynthesis dataset with 1.9M reactions from patents (1976-2016). Predict the reactants needed to synthesize the given product. (1) Given the product [CH2:7]([O:6][C:5](=[O:14])[CH2:4][CH2:3][C@H:2]([NH:1][C:18]([O:20][C:21]([CH3:24])([CH3:23])[CH3:22])=[O:19])[C:15](=[O:17])[NH:69][CH2:68][C:67]1[CH:70]=[CH:71][C:64]([C:63]#[N:62])=[CH:65][CH:66]=1)[C:8]1[CH:9]=[CH:10][CH:11]=[CH:12][CH:13]=1, predict the reactants needed to synthesize it. The reactants are: [NH:1]([C:18]([O:20][C:21]([CH3:24])([CH3:23])[CH3:22])=[O:19])[C@H:2]([C:15]([OH:17])=O)[CH2:3][CH2:4][C:5](=[O:14])[O:6][CH2:7][C:8]1[CH:13]=[CH:12][CH:11]=[CH:10][CH:9]=1.F[P-](F)(F)(F)(F)F.N1(O[P+](N(C)C)(N(C)C)N(C)C)C2C=CC=CC=2N=N1.CCN(C(C)C)C(C)C.Cl.[NH2:62][CH2:63][C:64]1[CH:71]=[CH:70][C:67]([C:68]#[N:69])=[CH:66][CH:65]=1. (2) Given the product [NH2:5][CH2:6][C:7]1[CH:8]=[C:9]2[C:13](=[CH:14][CH:15]=1)[NH:12][C:11](=[O:16])[C:10]2=[CH:25][C:23]1[NH:20][CH:17]=[CH:19][CH:24]=1, predict the reactants needed to synthesize it. The reactants are: C(O)(=O)C.[NH2:5][CH2:6][C:7]1[CH:8]=[C:9]2[C:13](=[CH:14][CH:15]=1)[NH:12][C:11](=[O:16])[CH2:10]2.[CH:17]([N:20]([CH:23]([CH3:25])[CH3:24])CC)([CH3:19])C.N1C=CC=C1C=O.N1CCCC1. (3) Given the product [F:1][C:2]1[C:7]([C:8]([NH2:29])=[O:9])=[C:6]([NH:11][C:12](=[O:17])[C:13]([CH3:16])([CH3:15])[CH3:14])[C:5]([O:18][CH3:19])=[C:4]([F:20])[C:3]=1[C:21]1[CH:26]=[CH:25][CH:24]=[CH:23][CH:22]=1, predict the reactants needed to synthesize it. The reactants are: [F:1][C:2]1[C:7]([C:8](O)=[O:9])=[C:6]([NH:11][C:12](=[O:17])[C:13]([CH3:16])([CH3:15])[CH3:14])[C:5]([O:18][CH3:19])=[C:4]([F:20])[C:3]=1[C:21]1[CH:26]=[CH:25][CH:24]=[CH:23][CH:22]=1.C(N1C=CN=C1)([N:29]1C=CN=C1)=O.N.